This data is from Peptide-MHC class I binding affinity with 185,985 pairs from IEDB/IMGT. The task is: Regression. Given a peptide amino acid sequence and an MHC pseudo amino acid sequence, predict their binding affinity value. This is MHC class I binding data. (1) The peptide sequence is GQFLSFASL. The MHC is HLA-A02:02 with pseudo-sequence HLA-A02:02. The binding affinity (normalized) is 0.493. (2) The peptide sequence is IIRTENRPL. The MHC is HLA-A03:01 with pseudo-sequence HLA-A03:01. The binding affinity (normalized) is 0.0847. (3) The peptide sequence is VTENKKIQY. The MHC is HLA-B18:01 with pseudo-sequence HLA-B18:01. The binding affinity (normalized) is 0.0847. (4) The peptide sequence is SIFFDYMAI. The MHC is HLA-B44:02 with pseudo-sequence HLA-B44:02. The binding affinity (normalized) is 0.213. (5) The peptide sequence is HPLHHPLSI. The MHC is HLA-B08:01 with pseudo-sequence HLA-B08:01. The binding affinity (normalized) is 0.312. (6) The peptide sequence is FMFNELLAL. The MHC is HLA-A26:01 with pseudo-sequence HLA-A26:01. The binding affinity (normalized) is 0.0847.